Dataset: Full USPTO retrosynthesis dataset with 1.9M reactions from patents (1976-2016). Task: Predict the reactants needed to synthesize the given product. (1) Given the product [C:1]([O:5][C:6]([N:8]1[CH2:11][CH:10]([C:12]2[C:21]([C:28]3[CH:29]=[C:24]([CH3:23])[CH:25]=[CH:26][CH:27]=3)=[N:20][C:19]3[C:14](=[CH:15][CH:16]=[CH:17][CH:18]=3)[N:13]=2)[CH2:9]1)=[O:7])([CH3:4])([CH3:3])[CH3:2], predict the reactants needed to synthesize it. The reactants are: [C:1]([O:5][C:6]([N:8]1[CH2:11][CH:10]([C:12]2[C:21](Cl)=[N:20][C:19]3[C:14](=[CH:15][CH:16]=[CH:17][CH:18]=3)[N:13]=2)[CH2:9]1)=[O:7])([CH3:4])([CH3:3])[CH3:2].[CH3:23][C:24]1[CH:25]=[C:26](B(O)O)[CH:27]=[CH:28][CH:29]=1.[O-]P([O-])([O-])=O.[K+].[K+].[K+]. (2) Given the product [NH2:15][C:16]1[CH:17]=[C:18]([C:19]2[NH:20][C:9]([C:3]3[C:2]([NH2:1])=[N:7][CH:6]=[C:5]([Br:8])[N:4]=3)=[N:11][N:12]=2)[CH:22]=[CH:23][CH:24]=1, predict the reactants needed to synthesize it. The reactants are: [NH2:1][C:2]1[C:3]([C:9]([NH:11][NH2:12])=O)=[N:4][C:5]([Br:8])=[CH:6][N:7]=1.Cl.Cl.[NH2:15][C:16]1[CH:17]=[C:18]([CH:22]=[CH:23][CH:24]=1)[C:19](N)=[NH:20].CC[O-].[Na+].O. (3) Given the product [NH2:11][C:9]1[CH:8]=[CH:7][C:3]([C:4]([OH:6])=[O:5])=[C:2]([F:1])[CH:10]=1, predict the reactants needed to synthesize it. The reactants are: [F:1][C:2]1[CH:10]=[C:9]([N+:11]([O-])=O)[CH:8]=[CH:7][C:3]=1[C:4]([OH:6])=[O:5]. (4) Given the product [CH2:69]([O:34][C:31]1[CH:32]=[CH:33][C:28]([N:27]2[C:26](=[O:35])[C:25]3[C:20](=[CH:21][CH:22]=[CH:23][CH:24]=3)[N:19]=[C:18]2[CH:16]([N:14]([CH3:15])[S:11]([C:8]2[CH:9]=[CH:10][C:5]([C:1]([CH3:2])([CH3:3])[CH3:4])=[CH:6][CH:7]=2)(=[O:12])=[O:13])[CH3:17])=[CH:29][CH:30]=1)[C:70]1[CH:75]=[CH:74][CH:73]=[CH:72][CH:71]=1, predict the reactants needed to synthesize it. The reactants are: [C:1]([C:5]1[CH:10]=[CH:9][C:8]([S:11]([N:14]([CH:16]([C:18]2[N:27]([C:28]3[CH:33]=[CH:32][C:31]([OH:34])=[CH:30][CH:29]=3)[C:26](=[O:35])[C:25]3[C:20](=[CH:21][CH:22]=[CH:23][CH:24]=3)[N:19]=2)[CH3:17])[CH3:15])(=[O:13])=[O:12])=[CH:7][CH:6]=1)([CH3:4])([CH3:3])[CH3:2].C1(P(C2C=CC=CC=2)C2C=CC=CC=2)C=CC=CC=1.N(C(OC(C)C)=O)=NC(OC(C)C)=O.[CH2:69](O)[C:70]1[CH:75]=[CH:74][CH:73]=[CH:72][CH:71]=1. (5) The reactants are: C1(C)C=CC=CC=1.[CH2:8]1[CH2:12][O:11][C:10]2[CH:13]=[CH:14][C:15]3[CH2:16][CH2:17][C:18](=O)[C:19]=3[C:9]1=2.[C:21]([CH2:23]P(=O)(OCC)OCC)#[N:22].C[O-].[Na+]. Given the product [CH2:8]1[CH2:12][O:11][C:10]2[CH:13]=[CH:14][C:15]3[CH2:16][CH2:17]/[C:18](=[CH:23]\[C:21]#[N:22])/[C:19]=3[C:9]1=2, predict the reactants needed to synthesize it. (6) Given the product [CH2:1]([C@H:8]1[N:13]([C:14]([C:16]2[N:17]=[CH:18][N:19]([C@@H:27]3[CH2:33][CH2:32][CH2:31][CH2:30][CH2:29][C@H:28]3[O:34][C:43]([NH:61][CH2:55][C:56]3[O:60][CH:59]=[CH:58][CH:57]=3)=[O:44])[C:20]=2[C:21]2[CH:26]=[CH:25][CH:24]=[CH:23][CH:22]=2)=[O:15])[CH2:12][CH2:11][N:10]([C:35]([O:37][C:38]([CH3:41])([CH3:40])[CH3:39])=[O:36])[CH2:9]1)[C:2]1[CH:3]=[CH:4][CH:5]=[CH:6][CH:7]=1, predict the reactants needed to synthesize it. The reactants are: [CH2:1]([C@H:8]1[N:13]([C:14]([C:16]2[N:17]=[CH:18][N:19]([C@@H:27]3[CH2:33][CH2:32][CH2:31][CH2:30][CH2:29][C@H:28]3[OH:34])[C:20]=2[C:21]2[CH:26]=[CH:25][CH:24]=[CH:23][CH:22]=2)=[O:15])[CH2:12][CH2:11][N:10]([C:35]([O:37][C:38]([CH3:41])([CH3:40])[CH3:39])=[O:36])[CH2:9]1)[C:2]1[CH:7]=[CH:6][CH:5]=[CH:4][CH:3]=1.Cl[C:43](OC1C=CC([N+]([O-])=O)=CC=1)=[O:44].[CH2:55]([NH2:61])[C:56]1[O:60][CH:59]=[CH:58][CH:57]=1.C(=O)([O-])O.[Na+]. (7) Given the product [N+:1]([C:4]1[CH:5]=[CH:6][C:7]([CH2:10][CH2:11][CH2:12][C:13]([N:16]2[CH2:21][CH2:20][CH2:22][CH2:18][CH2:17]2)=[O:15])=[CH:8][CH:9]=1)([O-:3])=[O:2], predict the reactants needed to synthesize it. The reactants are: [N+:1]([C:4]1[CH:9]=[CH:8][C:7]([CH2:10][CH2:11][CH2:12][C:13]([OH:15])=O)=[CH:6][CH:5]=1)([O-:3])=[O:2].[NH:16]1[CH2:21][CH2:20]O[CH2:18][CH2:17]1.[C:22](=O)(O)[O-].[Na+].